This data is from Peptide-MHC class I binding affinity with 185,985 pairs from IEDB/IMGT. The task is: Regression. Given a peptide amino acid sequence and an MHC pseudo amino acid sequence, predict their binding affinity value. This is MHC class I binding data. (1) The binding affinity (normalized) is 0.0847. The peptide sequence is RPRHQGVMV. The MHC is HLA-B58:01 with pseudo-sequence HLA-B58:01. (2) The MHC is H-2-Db with pseudo-sequence H-2-Db. The binding affinity (normalized) is 0.820. The peptide sequence is QSNENMETM. (3) The peptide sequence is AVNPGGNIY. The MHC is HLA-A03:01 with pseudo-sequence HLA-A03:01. The binding affinity (normalized) is 0.0847. (4) The peptide sequence is ISTPPLVRLVF. The MHC is Mamu-A01 with pseudo-sequence Mamu-A01. The binding affinity (normalized) is 0.572. (5) The binding affinity (normalized) is 0.407. The peptide sequence is RQTPTAFEF. The MHC is Mamu-B3901 with pseudo-sequence Mamu-B3901.